This data is from Reaction yield outcomes from USPTO patents with 853,638 reactions. The task is: Predict the reaction yield, written as a fraction of the theoretical maximum amount of product (1.0 means a 100% yield; for example, 0.34 means a 34% yield). (1) The reactants are [F:1][C:2]1[CH:3]=[C:4]([CH:8]=[CH:9][C:10]=1[C:11]1[CH:12]=[N:13][C:14]([O:17][CH2:18][CH:19]2[CH2:24][CH2:23][N:22]([CH2:25][C:26]([F:29])([CH3:28])[CH3:27])[CH2:21][CH2:20]2)=[CH:15][CH:16]=1)[C:5](O)=[O:6].[NH:30]1[CH2:35][CH2:34][CH2:33][CH2:32][C@@H:31]1[C:36]([NH2:38])=[O:37].CCN(C(C)C)C(C)C.CCN=C=NCCCN(C)C.C1C=CC2N(O)N=NC=2C=1. The catalyst is CN(C=O)C.O. The product is [F:1][C:2]1[CH:3]=[C:4]([CH:8]=[CH:9][C:10]=1[C:11]1[CH:12]=[N:13][C:14]([O:17][CH2:18][CH:19]2[CH2:24][CH2:23][N:22]([CH2:25][C:26]([F:29])([CH3:28])[CH3:27])[CH2:21][CH2:20]2)=[CH:15][CH:16]=1)[C:5]([N:30]1[CH2:35][CH2:34][CH2:33][CH2:32][C@@H:31]1[C:36]([NH2:38])=[O:37])=[O:6]. The yield is 0.250. (2) The reactants are [CH3:1][C:2]1[C:6]2[C:7](=[O:19])[N:8]([CH2:11][CH2:12][N:13]3[CH2:18][CH2:17][O:16][CH2:15][CH2:14]3)[CH2:9][CH2:10][C:5]=2[NH:4][C:3]=1[CH:20]=O.[F:22][C:23]1[CH:24]=[C:25]2[C:29](=[C:30]([Br:32])[CH:31]=1)[NH:28][C:27](=[O:33])[CH2:26]2. No catalyst specified. The product is [Br:32][C:30]1[CH:31]=[C:23]([F:22])[CH:24]=[C:25]2[C:29]=1[NH:28][C:27](=[O:33])[C:26]2=[CH:20][C:3]1[NH:4][C:5]2[CH2:10][CH2:9][N:8]([CH2:11][CH2:12][N:13]3[CH2:14][CH2:15][O:16][CH2:17][CH2:18]3)[C:7](=[O:19])[C:6]=2[C:2]=1[CH3:1]. The yield is 0.895. (3) The reactants are Br[C:2]1[CH:11]=[C:10]2[C:5]([CH:6]=[C:7]([NH:12][C:13]([CH:15]3[CH2:17][CH2:16]3)=[O:14])[N:8]=[CH:9]2)=[CH:4][CH:3]=1.[NH:18]1[CH2:23][CH2:22][CH2:21][CH2:20][CH2:19]1.O1CCOCC1.C1(P(C2C=CC=CC=2)C2C=CC3C(=CC=CC=3)C=2C2C3C(=CC=CC=3)C=CC=2P(C2C=CC=CC=2)C2C=CC=CC=2)C=CC=CC=1.C(=O)([O-])[O-].[Cs+].[Cs+]. The catalyst is C(OCC)(=O)C.C([O-])(=O)C.[Pd+2].C([O-])(=O)C. The product is [N:18]1([C:2]2[CH:11]=[C:10]3[C:5]([CH:6]=[C:7]([NH:12][C:13]([CH:15]4[CH2:17][CH2:16]4)=[O:14])[N:8]=[CH:9]3)=[CH:4][CH:3]=2)[CH2:23][CH2:22][CH2:21][CH2:20][CH2:19]1. The yield is 0.0600. (4) The reactants are [Br:1]N1C(=O)CCC1=O.[CH3:9][O:10][C:11]([C:13]1[C:22]([OH:23])=[C:21]2[C:16]([CH:17]=[CH:18][CH:19]=[N:20]2)=[CH:15][N:14]=1)=[O:12].CO.CO.O. The catalyst is C(Cl)(Cl)Cl. The product is [CH3:9][O:10][C:11]([C:13]1[C:22]([OH:23])=[C:21]2[C:16]([CH:17]=[CH:18][CH:19]=[N:20]2)=[C:15]([Br:1])[N:14]=1)=[O:12]. The yield is 0.930. (5) The reactants are Br[C:2]1[CH:7]=[CH:6][C:5]([C@@H:8]([N:10]2[CH2:15][CH2:14][C@:13]([CH2:22][C:23]([CH3:27])([CH3:26])[C:24]#[N:25])([C:16]3[CH:21]=[CH:20][CH:19]=[CH:18][CH:17]=3)[O:12][C:11]2=[O:28])[CH3:9])=[CH:4][CH:3]=1.[O:29]=[C:30]1[NH:35][CH:34]=[C:33](B(O)O)[CH:32]=[CH:31]1.C([O-])([O-])=O.[Cs+].[Cs+]. The catalyst is O1CCOCC1.C1C=CC(P(C2C=CC=CC=2)[C-]2C=CC=C2)=CC=1.C1C=CC(P(C2C=CC=CC=2)[C-]2C=CC=C2)=CC=1.Cl[Pd]Cl.[Fe+2]. The product is [CH3:26][C:23]([CH3:27])([CH2:22][C@@:13]1([C:16]2[CH:21]=[CH:20][CH:19]=[CH:18][CH:17]=2)[O:12][C:11](=[O:28])[N:10]([C@H:8]([C:5]2[CH:6]=[CH:7][C:2]([C:33]3[CH:32]=[CH:31][C:30](=[O:29])[NH:35][CH:34]=3)=[CH:3][CH:4]=2)[CH3:9])[CH2:15][CH2:14]1)[C:24]#[N:25]. The yield is 0.940.